From a dataset of Catalyst prediction with 721,799 reactions and 888 catalyst types from USPTO. Predict which catalyst facilitates the given reaction. (1) Reactant: [N:1]([C@@H:4]1[CH2:9][C@H:8]2[C@H:10]3[C@H:19]([CH2:20][CH2:21][C@:6]2([CH3:7])[C@H:5]1[OH:24])[C:18]1[CH:17]=[CH:16][C:15]([O:22][CH3:23])=[CH:14][C:13]=1[CH2:12][CH2:11]3)=[N+]=[N-].O.NN. Product: [NH2:1][C@@H:4]1[CH2:9][C@H:8]2[C@H:10]3[C@H:19]([CH2:20][CH2:21][C@:6]2([CH3:7])[C@H:5]1[OH:24])[C:18]1[CH:17]=[CH:16][C:15]([O:22][CH3:23])=[CH:14][C:13]=1[CH2:12][CH2:11]3. The catalyst class is: 227. (2) Reactant: C(OC(=O)[NH:7][CH:8]([NH:17][C:18]1[CH:23]=[CH:22][C:21]([CH2:24][CH2:25][C:26]2[N:27]=[C:28]([NH:32][C:33](=[O:35])[CH3:34])[S:29][C:30]=2[Br:31])=[CH:20][CH:19]=1)[NH:9]C(=O)OC(C)(C)C)(C)(C)C.[ClH:37]. Product: [ClH:37].[NH2:9][C:8]([NH:17][C:18]1[CH:23]=[CH:22][C:21]([CH2:24][CH2:25][C:26]2[N:27]=[C:28]([NH:32][C:33](=[O:35])[CH3:34])[S:29][C:30]=2[Br:31])=[CH:20][CH:19]=1)=[NH:7]. The catalyst class is: 12. (3) Reactant: C([O-])([O-])=O.[K+].[K+].Cl[C:8]1[C:17]2[C:12](=[CH:13][CH:14]=[CH:15][CH:16]=2)[C:11]([N+:18]([O-:20])=[O:19])=[CH:10][C:9]=1[N+:21]([O-:23])=[O:22].[C:24]([O:32][C:33]([CH3:36])([CH3:35])[CH3:34])(=[O:31])[CH2:25][C:26]([O:28][CH2:29][CH3:30])=[O:27]. Product: [N+:21]([C:9]1[CH:10]=[C:11]([N+:18]([O-:20])=[O:19])[C:12]2[C:17](=[CH:16][CH:15]=[CH:14][CH:13]=2)[C:8]=1[CH:25]([C:26]([O:28][CH2:29][CH3:30])=[O:27])[C:24]([O:32][C:33]([CH3:36])([CH3:34])[CH3:35])=[O:31])([O-:23])=[O:22]. The catalyst class is: 1. (4) Reactant: [Cl-].[CH3:2][C:3]1([C:7](=[O:26])[NH:8][CH2:9][C:10]2[CH:15]=[C:14]([C:16]3[CH:17]=[N:18][C:19]([C:22]([F:25])([F:24])[F:23])=[CH:20][CH:21]=3)[N:13]=[CH:12][N:11]=2)[CH2:6][CH2:5][NH2+:4]1.[F:27][C:28]1[CH:33]=[CH:32][C:31]([S:34](Cl)(=[O:36])=[O:35])=[CH:30][CH:29]=1.CCN(CC)CC. Product: [F:27][C:28]1[CH:33]=[CH:32][C:31]([S:34]([N:4]2[CH2:5][CH2:6][C@@:3]2([CH3:2])[C:7]([NH:8][CH2:9][C:10]2[CH:15]=[C:14]([C:16]3[CH:17]=[N:18][C:19]([C:22]([F:25])([F:24])[F:23])=[CH:20][CH:21]=3)[N:13]=[CH:12][N:11]=2)=[O:26])(=[O:36])=[O:35])=[CH:30][CH:29]=1. The catalyst class is: 34. (5) Reactant: [NH2:1][C:2]1[CH:7]=[CH:6][C:5]([OH:8])=[CH:4][CH:3]=1.CC([O-])(C)C.[K+].[Cl:15][C:16]1[CH:17]=[N:18][CH:19]=[C:20]([Cl:23])[C:21]=1Cl. Product: [Cl:15][C:16]1[CH:17]=[N:18][CH:19]=[C:20]([Cl:23])[C:21]=1[O:8][C:5]1[CH:6]=[CH:7][C:2]([NH2:1])=[CH:3][CH:4]=1. The catalyst class is: 39. (6) Reactant: C(O[C:4](=[O:21])[CH:5]([C:15]1[CH:20]=[CH:19][CH:18]=[CH:17][CH:16]=1)[CH2:6][NH:7][CH2:8][CH2:9][C:10]([O:12][CH2:13][CH3:14])=[O:11])C.C[Si]([N-][Si](C)(C)C)(C)C.[Li+].Cl.O. Product: [CH2:13]([O:12][C:10]([CH:9]1[C:4](=[O:21])[CH:5]([C:15]2[CH:16]=[CH:17][CH:18]=[CH:19][CH:20]=2)[CH2:6][NH:7][CH2:8]1)=[O:11])[CH3:14]. The catalyst class is: 7. (7) Reactant: [Cl:1][C:2]1[C:3]([CH2:29][N:30]2[CH2:35][CH2:34][CH2:33][C@@H:32]([NH:36]C(=O)OC(C)(C)C)[CH2:31]2)=[C:4]([CH:27]=[CH2:28])[CH:5]=[C:6]2[C:11]=1[NH:10][C:9](=[O:12])[N:8]([CH2:13][C:14]1[CH:19]=[C:18]([Cl:20])[CH:17]=[CH:16][C:15]=1[S:21]([CH2:24][CH3:25])(=[O:23])=[O:22])[C:7]2=[O:26]. Product: [NH2:36][C@@H:32]1[CH2:33][CH2:34][CH2:35][N:30]([CH2:29][C:3]2[C:2]([Cl:1])=[C:11]3[C:6]([C:7](=[O:26])[N:8]([CH2:13][C:14]4[CH:19]=[C:18]([Cl:20])[CH:17]=[CH:16][C:15]=4[S:21]([CH2:24][CH3:25])(=[O:23])=[O:22])[C:9](=[O:12])[NH:10]3)=[CH:5][C:4]=2[CH:27]=[CH2:28])[CH2:31]1. The catalyst class is: 12. (8) Product: [CH3:37][C:36]1([CH3:38])[C:21]2[C:22](=[CH:23][C:24]3[C:25]([CH3:29])([CH3:28])[C:26]4[CH:27]=[C:15]([NH:48][C:41]5[C:42]([CH3:47])=[CH:43][C:44]([CH3:46])=[CH:45][C:40]=5[CH3:39])[CH:16]=[CH:17][C:18]=4[C:19]=3[CH:20]=2)[C:30]2[C:35]1=[CH:34][CH:33]=[CH:32][CH:31]=2. The catalyst class is: 706. Reactant: C(P(C(C)(C)C)C(C)(C)C)(C)(C)C.Br[C:15]1[CH:16]=[CH:17][C:18]2[C:19]3[CH:20]=[C:21]4[C:36]([CH3:38])([CH3:37])[C:35]5[C:30](=[CH:31][CH:32]=[CH:33][CH:34]=5)[C:22]4=[CH:23][C:24]=3[C:25]([CH3:29])([CH3:28])[C:26]=2[CH:27]=1.[CH3:39][C:40]1[CH:45]=[C:44]([CH3:46])[CH:43]=[C:42]([CH3:47])[C:41]=1[NH2:48].CC(C)([O-])C.[Na+]. (9) Reactant: [C:1]([C:5]1[CH:10]=[CH:9][C:8]([C:11]2[CH:19]=[CH:18][CH:17]=[C:16]3[C:12]=2[CH2:13][CH:14]([CH2:21][C:22]2([CH2:28][CH3:29])[CH2:27][CH2:26][CH2:25][CH2:24][CH2:23]2)[C:15]3=O)=[CH:7][CH:6]=1)([CH3:4])([CH3:3])[CH3:2].[BH4-].[Na+].C1(C)C=CC=CC=1.OS(O)(=O)=O. Product: [C:1]([C:5]1[CH:10]=[CH:9][C:8]([C:11]2[CH:19]=[CH:18][CH:17]=[C:16]3[C:12]=2[CH2:13][C:14]([CH2:21][C:22]2([CH2:28][CH3:29])[CH2:23][CH2:24][CH2:25][CH2:26][CH2:27]2)=[CH:15]3)=[CH:7][CH:6]=1)([CH3:4])([CH3:3])[CH3:2]. The catalyst class is: 5.